From a dataset of Catalyst prediction with 721,799 reactions and 888 catalyst types from USPTO. Predict which catalyst facilitates the given reaction. (1) Reactant: [Cl:1][C:2]1[CH:10]=[CH:9][CH:8]=[C:7]2[C:3]=1[C:4]([CH:34]=[O:35])=[CH:5][N:6]2[C@@H:11]1[O:28][C@H:27]([CH2:29][O:30][C:31](=[O:33])[CH3:32])[C@@H:22]([O:23][C:24](=[O:26])[CH3:25])[C@H:17]([O:18][C:19](=[O:21])[CH3:20])[C@H:12]1[O:13][C:14](=[O:16])[CH3:15].[F:36][CH:37]([F:48])[O:38][C:39]1[CH:44]=[CH:43][C:42](B(O)O)=[CH:41][CH:40]=1.C(P(C(C)(C)C)C(C)(C)C)(C)(C)C.COCCOC. Product: [Cl:1][C:2]1[CH:10]=[CH:9][CH:8]=[C:7]2[C:3]=1[C:4]([CH:34]([C:42]1[CH:43]=[CH:44][C:39]([O:38][CH:37]([F:48])[F:36])=[CH:40][CH:41]=1)[OH:35])=[CH:5][N:6]2[C@@H:11]1[O:28][C@H:27]([CH2:29][O:30][C:31](=[O:33])[CH3:32])[C@@H:22]([O:23][C:24](=[O:26])[CH3:25])[C@H:17]([O:18][C:19](=[O:21])[CH3:20])[C@H:12]1[O:13][C:14](=[O:16])[CH3:15]. The catalyst class is: 6. (2) Reactant: [CH:1]1[C:10]2[C:11]3[CH2:17][CH2:16][CH2:15][CH2:14][CH2:13][C:12]=3[N:8]3[C:9]=2[C:4]([CH2:5][CH2:6][CH2:7]3)=[CH:3][C:2]=1[NH2:18].[C:19](Cl)(=[O:24])[CH2:20][CH2:21][CH2:22][CH3:23]. Product: [CH:1]1[C:10]2[C:11]3[CH2:17][CH2:16][CH2:15][CH2:14][CH2:13][C:12]=3[N:8]3[C:9]=2[C:4]([CH2:5][CH2:6][CH2:7]3)=[CH:3][C:2]=1[NH:18][C:19](=[O:24])[CH2:20][CH2:21][CH2:22][CH3:23]. The catalyst class is: 68.